Predict which catalyst facilitates the given reaction. From a dataset of Catalyst prediction with 721,799 reactions and 888 catalyst types from USPTO. (1) Product: [ClH:3].[CH3:5][O:6][C:7](=[O:26])[C@@H:8]([CH2:14][C:15]1[C:16]([CH2:24][Cl:3])=[C:17]2[C:21](=[CH:22][CH:23]=1)[NH:20][N:19]=[CH:18]2)[CH2:9][C:10]([O:12][CH3:13])=[O:11]. The catalyst class is: 4. Reactant: S(Cl)([Cl:3])=O.[CH3:5][O:6][C:7](=[O:26])[C@@H:8]([CH2:14][C:15]1[C:16]([CH2:24]O)=[C:17]2[C:21](=[CH:22][CH:23]=1)[NH:20][N:19]=[CH:18]2)[CH2:9][C:10]([O:12][CH3:13])=[O:11]. (2) Reactant: [F:1][C:2]1[C:7]2[O:8][CH2:9][CH2:10][O:11][C:6]=2[CH:5]=[C:4]([CH2:12][C:13]#[N:14])[CH:3]=1.[H-].[Na+].[C:17](OCC)(=[O:19])[CH3:18].O. Product: [F:1][C:2]1[C:7]2[O:8][CH2:9][CH2:10][O:11][C:6]=2[CH:5]=[C:4]([CH:12]([C:17](=[O:19])[CH3:18])[C:13]#[N:14])[CH:3]=1. The catalyst class is: 1. (3) The catalyst class is: 3. Product: [CH3:1][O:2][C:3](=[O:14])[N:4]([C:5]1[CH:6]=[C:7]([Br:13])[C:8]([F:12])=[C:9]([Br:11])[CH:10]=1)[CH2:26][C:27]1[CH:32]=[CH:31][C:30]([O:33][CH3:34])=[CH:29][CH:28]=1. Reactant: [CH3:1][O:2][C:3](=[O:14])[NH:4][C:5]1[CH:10]=[C:9]([Br:11])[C:8]([F:12])=[C:7]([Br:13])[CH:6]=1.C[Si]([N-][Si](C)(C)C)(C)C.[Na+].Cl[CH2:26][C:27]1[CH:32]=[CH:31][C:30]([O:33][CH3:34])=[CH:29][CH:28]=1. (4) Reactant: N#N.[CH3:3][C:4]1([C:9]2[CH:14]=[CH:13][CH:12]=[C:11]([CH2:15][N:16]3[CH:20]=[C:19]([N+:21]([O-])=O)[CH:18]=[N:17]3)[N:10]=2)[O:8][CH2:7][CH2:6][O:5]1.[NH4+].[Cl-]. Product: [CH3:3][C:4]1([C:9]2[N:10]=[C:11]([CH2:15][N:16]3[CH:20]=[C:19]([NH2:21])[CH:18]=[N:17]3)[CH:12]=[CH:13][CH:14]=2)[O:8][CH2:7][CH2:6][O:5]1. The catalyst class is: 314.